This data is from Reaction yield outcomes from USPTO patents with 853,638 reactions. The task is: Predict the reaction yield, written as a fraction of the theoretical maximum amount of product (1.0 means a 100% yield; for example, 0.34 means a 34% yield). (1) The reactants are [CH2:1]([NH:8][CH2:9][C:10]1[CH:15]=[CH:14][CH:13]=[CH:12][CH:11]=1)[C:2]1[CH:7]=[CH:6][CH:5]=[CH:4][CH:3]=1.C1(N(CCCC)C2CCCCC2)CCCCC1.C(=O)CCC=C.C1(N(C2CCCCC2)[CH:46]([CH:53]([O:56][CH3:57])[O:54][CH3:55])[CH2:47][CH2:48][C:49](OC)=O)CCCCC1. No catalyst specified. The product is [CH2:9]([N:8]([CH2:1][C:2]1[CH:7]=[CH:6][CH:5]=[CH:4][CH:3]=1)[CH:46]([CH2:47][CH:48]=[CH2:49])[CH:53]([O:56][CH3:57])[O:54][CH3:55])[C:10]1[CH:15]=[CH:14][CH:13]=[CH:12][CH:11]=1. The yield is 0.630. (2) The reactants are [CH3:1][C:2]1[CH:3]=[C:4]([C:8]([C:10]2[C:15]([CH3:16])=[CH:14][CH:13]=[CH:12][N:11]=2)=O)[O:5][C:6]=1[CH3:7].[NH3:17]. The catalyst is CO. The yield is 0.860. The product is [CH3:1][C:2]1[CH:3]=[C:4]([OH:5])[C:8]([C:10]2[C:15]([CH3:16])=[CH:14][CH:13]=[CH:12][N:11]=2)=[N:17][C:6]=1[CH3:7]. (3) The reactants are [F:1][C:2]1[CH:3]=[C:4]([CH:14]([NH:16][C:17]([C:19]2[N:20]=[C:21](Cl)[O:22][CH:23]=2)=[O:18])[CH3:15])[CH:5]=[C:6]([F:13])[C:7]=1[NH:8][S:9]([CH3:12])(=[O:11])=[O:10].C([O-])([O-])=O.[K+].[K+].[C:31]([C:35]1[CH:36]=[C:37]([OH:41])[CH:38]=[CH:39][CH:40]=1)([CH3:34])([CH3:33])[CH3:32].CN(C=O)C. The catalyst is CCOC(C)=O. The product is [F:1][C:2]1[CH:3]=[C:4]([CH:14]([NH:16][C:17]([C:19]2[N:20]=[C:21]([O:41][C:37]3[CH:38]=[CH:39][CH:40]=[C:35]([C:31]([CH3:34])([CH3:33])[CH3:32])[CH:36]=3)[O:22][CH:23]=2)=[O:18])[CH3:15])[CH:5]=[C:6]([F:13])[C:7]=1[NH:8][S:9]([CH3:12])(=[O:11])=[O:10]. The yield is 0.800. (4) The reactants are [H-].[Na+].[NH:3]1[CH:7]=[CH:6][CH:5]=[N:4]1.[C:8]([O:12][C:13]([N:15]1[CH2:19][CH2:18][CH2:17][C@@H:16]1[CH2:20]OS(C)(=O)=O)=[O:14])([CH3:11])([CH3:10])[CH3:9].O. The catalyst is CN(C)C=O. The product is [C:8]([O:12][C:13]([N:15]1[CH2:19][CH2:18][CH2:17][C@@H:16]1[CH2:20][N:3]1[CH:7]=[CH:6][CH:5]=[N:4]1)=[O:14])([CH3:11])([CH3:9])[CH3:10]. The yield is 0.750. (5) The reactants are C[O:2][C:3]([C:5]1[C:6]([C:15]2[C:16]([C:25](OC)=[O:26])=[CH:17][C:18]([O:23][CH3:24])=[CH:19][C:20]=2[O:21][CH3:22])=[C:7]([O:13][CH3:14])[CH:8]=[C:9]([O:11][CH3:12])[CH:10]=1)=O.[H-].[H-].[H-].[H-].[Li+].[Al+3]. The catalyst is C1COCC1. The product is [OH:2][CH2:3][C:5]1[C:6]([C:15]2[C:20]([O:21][CH3:22])=[CH:19][C:18]([O:23][CH3:24])=[CH:17][C:16]=2[CH2:25][OH:26])=[C:7]([O:13][CH3:14])[CH:8]=[C:9]([O:11][CH3:12])[CH:10]=1. The yield is 0.770. (6) The yield is 0.910. The catalyst is CCOC(C)=O.[Pd]. The product is [CH3:1][C@H:2]1[C:10]2[C:9]([CH:11]3[CH2:12][CH2:13][N:14]([C:17]([O:19][C:20]([CH3:21])([CH3:23])[CH3:22])=[O:18])[CH2:15][CH2:16]3)=[N:8][CH:7]=[N:6][C:5]=2[CH2:4][CH2:3]1. The reactants are [CH3:1][C@H:2]1[C:10]2[C:9]([C:11]3[CH2:16][CH2:15][N:14]([C:17]([O:19][C:20]([CH3:23])([CH3:22])[CH3:21])=[O:18])[CH2:13][CH:12]=3)=[N:8][CH:7]=[N:6][C:5]=2[CH2:4][CH2:3]1. (7) The reactants are [O:1]=[C:2]1[C:11]2[C:6](=[CH:7][CH:8]=[C:9]([C:12]([O:14][CH3:15])=[O:13])[CH:10]=2)[CH:5]=[CH:4][NH:3]1.Br[CH2:17][CH2:18]Br.C(=O)([O-])[O-:21].[Cs+].[Cs+]. The catalyst is C(#N)C. The product is [OH:21][CH2:17][CH2:18][N:3]1[CH:4]=[CH:5][C:6]2[C:11](=[CH:10][C:9]([C:12]([O:14][CH3:15])=[O:13])=[CH:8][CH:7]=2)[C:2]1=[O:1]. The yield is 0.650. (8) The reactants are [I:1]N1C(=O)CCC1=O.[CH3:9][C:10]1[N:15]([C:16]2[CH:21]=[CH:20][CH:19]=[C:18]([C:22]([F:25])([F:24])[F:23])[CH:17]=2)[C:14](=[O:26])[C:13]([C:27]([O:29][CH2:30][CH3:31])=[O:28])=[CH:12][CH:11]=1. The catalyst is C(Cl)Cl.C(O)(C(F)(F)F)=O. The product is [I:1][C:11]1[CH:12]=[C:13]([C:27]([O:29][CH2:30][CH3:31])=[O:28])[C:14](=[O:26])[N:15]([C:16]2[CH:21]=[CH:20][CH:19]=[C:18]([C:22]([F:25])([F:23])[F:24])[CH:17]=2)[C:10]=1[CH3:9]. The yield is 0.830.